From a dataset of Full USPTO retrosynthesis dataset with 1.9M reactions from patents (1976-2016). Predict the reactants needed to synthesize the given product. (1) Given the product [CH3:1][C:2]1[CH:7]=[CH:6][C:5]([C:8]2[CH:13]=[CH:12][C:11]([C:14]([O:16][C:24]3[CH:31]=[CH:30][C:27]([CH:28]=[O:29])=[CH:26][CH:25]=3)=[O:15])=[CH:10][CH:9]=2)=[CH:4][CH:3]=1, predict the reactants needed to synthesize it. The reactants are: [CH3:1][C:2]1[CH:7]=[CH:6][C:5]([C:8]2[CH:13]=[CH:12][C:11]([C:14]([OH:16])=[O:15])=[CH:10][CH:9]=2)=[CH:4][CH:3]=1.C(Cl)(=O)C(Cl)=O.O[C:24]1[CH:31]=[CH:30][C:27]([CH:28]=[O:29])=[CH:26][CH:25]=1. (2) The reactants are: Br[C:2]1[CH:3]=[N:4][C:5]2[C:10]([CH:11]=1)=[CH:9][CH:8]=[CH:7][CH:6]=2.[C:12]([O:16][C:17]([CH3:20])([CH3:19])[CH3:18])(=[O:15])[CH:13]=[CH2:14].C1(C)C=CC=CC=1P(C1C=CC=CC=1C)C1C=CC=CC=1C.C(N(CC)CC)C.[K+].[Br-]. Given the product [C:17]([O:16][C:12](=[O:15])[CH:13]=[CH:14][C:2]1[CH:3]=[N:4][C:5]2[C:10]([CH:11]=1)=[CH:9][CH:8]=[CH:7][CH:6]=2)([CH3:20])([CH3:19])[CH3:18], predict the reactants needed to synthesize it. (3) Given the product [OH:1][CH:2]([C:22]1[S:23][CH:24]=[CH:25][CH:26]=1)[CH2:3][CH2:4][C:5]([NH:7][C:8]1[CH:9]=[CH:10][CH:11]=[C:12]2[C:16]=1[NH:15][C:14]([C:17]1[S:18][CH:19]=[CH:20][N:21]=1)=[CH:13]2)=[O:6], predict the reactants needed to synthesize it. The reactants are: [O:1]=[C:2]([C:22]1[S:23][CH:24]=[CH:25][CH:26]=1)[CH2:3][CH2:4][C:5]([NH:7][C:8]1[CH:9]=[CH:10][CH:11]=[C:12]2[C:16]=1[NH:15][C:14]([C:17]1[S:18][CH:19]=[CH:20][N:21]=1)=[CH:13]2)=[O:6].O1CCCC1.[BH4-].[Na+].C(O)(=O)CC(CC(O)=O)(C(O)=O)O.